Dataset: Catalyst prediction with 721,799 reactions and 888 catalyst types from USPTO. Task: Predict which catalyst facilitates the given reaction. (1) Reactant: F[C:2]1[CH:7]=[CH:6][C:5]([C:8](=[O:14])[CH2:9][CH2:10][C:11]([OH:13])=[O:12])=[CH:4][CH:3]=1.[C:15]1([SH:21])[CH:20]=[CH:19][CH:18]=[CH:17][CH:16]=1.C(=O)([O-])[O-].[K+].[K+].CS(C)=O. Product: [O:14]=[C:8]([C:5]1[CH:6]=[CH:7][C:2]([S:21][C:15]2[CH:20]=[CH:19][CH:18]=[CH:17][CH:16]=2)=[CH:3][CH:4]=1)[CH2:9][CH2:10][C:11]([OH:13])=[O:12]. The catalyst class is: 6. (2) Reactant: [C:1]([C:4]1[C:5](=[O:15])[NH:6][C:7]2[C:12]([C:13]=1[OH:14])=[CH:11][CH:10]=[CH:9][N:8]=2)(=[O:3])[CH3:2].[H-].[Na+].[CH3:18]I. Product: [C:1]([C:4]1[C:5](=[O:15])[N:6]([CH3:18])[C:7]2[C:12]([C:13]=1[OH:14])=[CH:11][CH:10]=[CH:9][N:8]=2)(=[O:3])[CH3:2]. The catalyst class is: 9. (3) Reactant: [CH3:1][O:2][C:3]1[CH:8]=[C:7]([O:9][CH3:10])[CH:6]=[C:5]([O:11][CH3:12])[CH:4]=1.P(Cl)(Cl)(Cl)=O.[C:18](=O)([O-])[O-:19].[Na+].[Na+]. Product: [CH3:12][O:11][C:5]1[CH:4]=[C:3]([O:2][CH3:1])[CH:8]=[C:7]([O:9][CH3:10])[C:6]=1[CH:18]=[O:19]. The catalyst class is: 9. (4) Reactant: [Br:1][C:2]1[CH:3]=[CH:4][C:5]([S:8](Cl)(=[O:10])=[O:9])=[N:6][CH:7]=1.[CH2:12]1[CH:17]2[CH2:18][C:19]3([NH2:22])[CH2:21][CH:15]([CH2:16]2)[CH2:14][CH:13]1[CH2:20]3. Product: [C:19]12([NH:22][S:8]([C:5]3[CH:4]=[CH:3][C:2]([Br:1])=[CH:7][N:6]=3)(=[O:10])=[O:9])[CH2:20][CH:13]3[CH2:14][CH:15]([CH2:16][CH:17]([CH2:12]3)[CH2:18]1)[CH2:21]2. The catalyst class is: 17.